This data is from Full USPTO retrosynthesis dataset with 1.9M reactions from patents (1976-2016). The task is: Predict the reactants needed to synthesize the given product. (1) Given the product [C:1]([O:5][C:6]([N:8]1[CH2:13][CH:12]2[CH2:14][CH2:15][CH:9]1[CH2:10][CH:11]2[CH2:16][C:17]1[CH:22]=[CH:21][C:20]([Cl:23])=[C:19]([Cl:24])[CH:18]=1)=[O:7])([CH3:4])([CH3:2])[CH3:3], predict the reactants needed to synthesize it. The reactants are: [C:1]([O:5][C:6]([N:8]1[CH2:13][CH:12]2[CH2:14][CH2:15][CH:9]1[CH2:10][C:11]2=[CH:16][C:17]1[CH:22]=[CH:21][C:20]([Cl:23])=[C:19]([Cl:24])[CH:18]=1)=[O:7])([CH3:4])([CH3:3])[CH3:2].CCO. (2) Given the product [Cl:17][S:18]([C:10]1[CH:11]=[CH:12][C:4]([O:3][CH2:1][CH3:2])=[C:5]([CH:9]=1)[C:6]([OH:8])=[O:7])(=[O:20])=[O:19], predict the reactants needed to synthesize it. The reactants are: [CH2:1]([O:3][C:4]1[CH:12]=[CH:11][CH:10]=[CH:9][C:5]=1[C:6]([OH:8])=[O:7])[CH3:2].S(Cl)(Cl)=O.[Cl:17][S:18](O)(=[O:20])=[O:19]. (3) Given the product [CH2:17]([N:8]1[C:4]2=[N:5][CH:6]=[CH:7][C:2]([Br:1])=[C:3]2[CH:10]=[CH:9]1)[C:18]1[CH:23]=[CH:22][CH:21]=[CH:20][CH:19]=1, predict the reactants needed to synthesize it. The reactants are: [Br:1][C:2]1[CH:7]=[CH:6][N:5]=[C:4]2[NH:8][CH:9]=[CH:10][C:3]=12.CC(C)([O-])C.[K+].[CH2:17](Br)[C:18]1[CH:23]=[CH:22][CH:21]=[CH:20][CH:19]=1.Cl. (4) Given the product [Br:12][C:13]1[CH:22]=[C:21]2[C:16]([C:17]3[N:25]4[CH2:26][CH2:27][CH2:28][N:29]([C:30]([O:32][C:33]([CH3:36])([CH3:35])[CH3:34])=[O:31])[C:24]4=[N:23][C:18]=3[CH:19]=[N+:20]2[O-:9])=[CH:15][CH:14]=1, predict the reactants needed to synthesize it. The reactants are: C1C=C(Cl)C=C(C(OO)=[O:9])C=1.[Br:12][C:13]1[CH:22]=[C:21]2[C:16]([C:17]3[N:25]4[CH2:26][CH2:27][CH2:28][N:29]([C:30]([O:32][C:33]([CH3:36])([CH3:35])[CH3:34])=[O:31])[C:24]4=[N:23][C:18]=3[CH:19]=[N:20]2)=[CH:15][CH:14]=1. (5) Given the product [Cl:1][C:2]1[CH:3]=[C:4]2[C:9](=[CH:10][C:11]=1[C:12]([F:14])([F:13])[F:15])[C:8](=[O:16])[N:7]([C:18]1[CH:19]=[N:20][CH:21]=[CH:22][C:23]=1[C:24]([F:27])([F:26])[F:25])[CH2:6][CH2:5]2, predict the reactants needed to synthesize it. The reactants are: [Cl:1][C:2]1[CH:3]=[C:4]2[C:9](=[CH:10][C:11]=1[C:12]([F:15])([F:14])[F:13])[C:8](=[O:16])[NH:7][CH2:6][CH2:5]2.Br[C:18]1[CH:19]=[N:20][CH:21]=[CH:22][C:23]=1[C:24]([F:27])([F:26])[F:25].P([O-])([O-])([O-])=O.[K+].[K+].[K+]. (6) Given the product [CH3:8][C:4]1[CH:3]=[C:2]([NH:1][C:12]2[CH:17]=[CH:16][CH:15]=[CH:14][C:13]=2[N+:18]([O-:20])=[O:19])[CH:7]=[CH:6][CH:5]=1, predict the reactants needed to synthesize it. The reactants are: [NH2:1][C:2]1[CH:7]=[CH:6][CH:5]=[C:4]([CH3:8])[CH:3]=1.[H-].[Na+].F[C:12]1[CH:17]=[CH:16][CH:15]=[CH:14][C:13]=1[N+:18]([O-:20])=[O:19]. (7) Given the product [O:9]=[C:3]1[CH2:2][CH:1]2[N:8]([C:11]([O:13][CH2:14][C:15]3[CH:20]=[CH:19][CH:18]=[CH:17][CH:16]=3)=[O:12])[CH:5]([CH2:6][CH2:7]2)[CH2:4]1, predict the reactants needed to synthesize it. The reactants are: [CH:1]12[NH:8][CH:5]([CH2:6][CH2:7]1)[CH2:4][C:3](=[O:9])[CH2:2]2.Cl[C:11]([O:13][CH2:14][C:15]1[CH:20]=[CH:19][CH:18]=[CH:17][CH:16]=1)=[O:12].CCN(C(C)C)C(C)C.